From a dataset of Catalyst prediction with 721,799 reactions and 888 catalyst types from USPTO. Predict which catalyst facilitates the given reaction. Reactant: [NH2:1][C:2]1([C:6]([OH:8])=[O:7])[CH2:5][O:4][CH2:3]1.C[N+](C)(C)C.[OH-].[CH3:15][C:16]([O:19][C:20](O[C:20]([O:19][C:16]([CH3:18])([CH3:17])[CH3:15])=[O:21])=[O:21])([CH3:18])[CH3:17].O. Product: [C:16]([O:19][C:20]([NH:1][C:2]1([C:6]([OH:8])=[O:7])[CH2:5][O:4][CH2:3]1)=[O:21])([CH3:18])([CH3:17])[CH3:15]. The catalyst class is: 23.